Dataset: Catalyst prediction with 721,799 reactions and 888 catalyst types from USPTO. Task: Predict which catalyst facilitates the given reaction. (1) Reactant: [NH2:1][CH:2]([CH2:12][C:13]1[CH:18]=[CH:17][C:16]([Cl:19])=[C:15]([O:20][C:21]([F:26])([F:25])[CH:22]([F:24])[F:23])[CH:14]=1)[CH:3]([C:5]1[CH:10]=[CH:9][C:8]([F:11])=[CH:7][CH:6]=1)[OH:4].[F:27][C:28]1[C:37]2[C:32](=[CH:33][CH:34]=[CH:35][CH:36]=2)[C:31]([C:38](O)=[O:39])=[CH:30][CH:29]=1.Cl.C(N=C=NCCCN(C)C)C.ON1C2C=CC=CC=2N=N1. Product: [F:11][C:8]1[CH:9]=[CH:10][C:5]([CH:3]([OH:4])[CH:2]([NH:1][C:38]([C:31]2[C:32]3[C:37](=[CH:36][CH:35]=[CH:34][CH:33]=3)[C:28]([F:27])=[CH:29][CH:30]=2)=[O:39])[CH2:12][C:13]2[CH:18]=[CH:17][C:16]([Cl:19])=[C:15]([O:20][C:21]([F:25])([F:26])[CH:22]([F:23])[F:24])[CH:14]=2)=[CH:6][CH:7]=1. The catalyst class is: 47. (2) Reactant: CC1CCCN(C)C1(C)C.C([Li])CCC.[CH3:16][C:17]([CH3:22])([CH2:20][CH3:21])[CH:18]=[O:19].[F:23][C:24]([F:37])([F:36])[C:25]1[CH:30]=[CH:29][C:28]([C:31]2[O:32][CH:33]=[N:34][N:35]=2)=[CH:27][CH:26]=1. The catalyst class is: 54. Product: [CH3:16][C:17]([CH3:22])([CH2:20][CH3:21])[CH:18]([C:33]1[O:32][C:31]([C:28]2[CH:27]=[CH:26][C:25]([C:24]([F:36])([F:37])[F:23])=[CH:30][CH:29]=2)=[N:35][N:34]=1)[OH:19]. (3) The catalyst class is: 478. Reactant: C(O[BH-](OC(=O)C)OC(=O)C)(=O)C.[Na+].[NH2:15][C@@H:16]([CH2:24][CH3:25])[C:17]([N:19]1[CH2:23][CH2:22][CH2:21][CH2:20]1)=[O:18].[CH:26]([C:28]1[CH:33]=[CH:32][N:31]=[C:30]2[N:34]([C:41]([O:43][C:44]([CH3:47])([CH3:46])[CH3:45])=[O:42])[CH:35]=[C:36]([C:37]([O:39][CH3:40])=[O:38])[C:29]=12)=O. Product: [O:18]=[C:17]([N:19]1[CH2:23][CH2:22][CH2:21][CH2:20]1)[C@@H:16]([NH:15][CH2:26][C:28]1[CH:33]=[CH:32][N:31]=[C:30]2[N:34]([C:41]([O:43][C:44]([CH3:47])([CH3:46])[CH3:45])=[O:42])[CH:35]=[C:36]([C:37]([O:39][CH3:40])=[O:38])[C:29]=12)[CH2:24][CH3:25]. (4) Reactant: [CH:1]([NH2:4])([CH3:3])[CH3:2].F[C:6]1[CH:15]=[CH:14][C:13]([N+:16]([O-:18])=[O:17])=[CH:12][C:7]=1[C:8]([O:10][CH3:11])=[O:9].O. Product: [CH:1]([NH:4][C:6]1[CH:15]=[CH:14][C:13]([N+:16]([O-:18])=[O:17])=[CH:12][C:7]=1[C:8]([O:10][CH3:11])=[O:9])([CH3:3])[CH3:2]. The catalyst class is: 10. (5) Reactant: [F:1][CH:2]([F:14])[O:3][C:4]1[CH:5]=[C:6]([CH:10]([OH:13])[C:11]#[N:12])[CH:7]=[CH:8][CH:9]=1.[CH3:15][OH:16].[ClH:17]. Product: [ClH:17].[F:1][CH:2]([F:14])[O:3][C:4]1[CH:5]=[C:6]([CH:10]([OH:13])[C:11](=[NH:12])[O:16][CH3:15])[CH:7]=[CH:8][CH:9]=1. The catalyst class is: 135. (6) Reactant: [ClH:1].C(OC([N:9]1[CH2:22][C:12]2=[C:13]3[N:18]([N:19]=[C:11]2[CH2:10]1)[C:17]([CH3:20])=[CH:16][C:15]([CH3:21])=[N:14]3)=O)(C)(C)C. Product: [ClH:1].[CH3:21][C:15]1[CH:16]=[C:17]([CH3:20])[N:18]2[C:13]([N:14]=1)=[C:12]1[CH2:22][NH:9][CH2:10][C:11]1=[N:19]2. The catalyst class is: 12. (7) Reactant: [N:1]([Sn](C)(C)C)=[N+:2]=[N-:3].[N:8]1[CH:13]=[CH:12][CH:11]=[CH:10][C:9]=1[CH2:14][O:15][C:16]1[CH:21]=[CH:20][C:19]([C:22]2([C:29]3[CH:36]=[CH:35][C:32]([C:33]#[N:34])=[CH:31][CH:30]=3)[CH2:27][CH:26]3[CH2:28][CH:23]2[CH2:24][CH2:25]3)=[CH:18][CH:17]=1. The catalyst class is: 11. Product: [N:8]1[CH:13]=[CH:12][CH:11]=[CH:10][C:9]=1[CH2:14][O:15][C:16]1[CH:17]=[CH:18][C:19]([C:22]2([C:29]3[CH:36]=[CH:35][C:32]([C:33]4[N-:34][N:3]=[N:2][N:1]=4)=[CH:31][CH:30]=3)[CH2:27][CH:26]3[CH2:28][CH:23]2[CH2:24][CH2:25]3)=[CH:20][CH:21]=1.[NH4+:1]. (8) Reactant: N.[Na].[CH2:3]([C@:6]1([CH2:32][O:33]CC2C=CC=CC=2)[C:11](=[O:12])[O:10][C@H](C2C=CC=CC=2)[C@H](C2C=CC=CC=2)[N:7]1[C:25]([O:27][C:28]([CH3:31])([CH3:30])[CH3:29])=[O:26])[CH:4]=[CH2:5].[Cl-].[NH4+]. Product: [C:28]([O:27][C:25]([NH:7][C@:6]([CH2:32][OH:33])([CH2:3][CH:4]=[CH2:5])[C:11]([OH:12])=[O:10])=[O:26])([CH3:31])([CH3:30])[CH3:29]. The catalyst class is: 219. (9) Reactant: [CH3:1][C:2](C)([O-])[CH3:3].[K+].[Br:7][C:8]1[CH:14]=[C:13]([N+:15]([O-:17])=[O:16])[CH:12]=[CH:11][C:9]=1[NH2:10].C(Br)C=C. Product: [CH2:3]([NH:10][C:9]1[CH:11]=[CH:12][C:13]([N+:15]([O-:17])=[O:16])=[CH:14][C:8]=1[Br:7])[CH:2]=[CH2:1]. The catalyst class is: 3.